This data is from Human liver microsome stability data. The task is: Regression/Classification. Given a drug SMILES string, predict its absorption, distribution, metabolism, or excretion properties. Task type varies by dataset: regression for continuous measurements (e.g., permeability, clearance, half-life) or binary classification for categorical outcomes (e.g., BBB penetration, CYP inhibition). Dataset: hlm. (1) The compound is C=C[C@@H]1C[C@]1(NC(=O)[C@@H]1C[C@@H](Oc2cc(-c3csc(NC(=O)C(C)C)n3)nc3c(Br)c(OC)ccc23)CN1C(=O)[C@@H](NC(=O)OC1CCCC1)C(C)(C)C)C(=O)O. The result is 0 (unstable in human liver microsomes). (2) The drug is N#CC1(n2cc([C@@H](NC(=O)c3cccnc3)C3CCCCC3)nn2)CC1. The result is 0 (unstable in human liver microsomes).